Dataset: Full USPTO retrosynthesis dataset with 1.9M reactions from patents (1976-2016). Task: Predict the reactants needed to synthesize the given product. Given the product [N:42]1([C:2]2[C:11]([O:12][CH:13]([CH3:14])[CH3:15])=[C:10]([Cl:16])[C:9]3[C:4](=[CH:5][CH:6]=[C:7]([C:17]([C:29]4[N:33]([CH3:34])[CH:32]=[N:31][CH:30]=4)([C:19]4[CH:20]=[N:21][C:22]([C:25]([F:27])([F:28])[F:26])=[CH:23][CH:24]=4)[OH:18])[CH:8]=3)[N:3]=2)[CH2:45][CH2:44][CH2:43]1, predict the reactants needed to synthesize it. The reactants are: Cl[C:2]1[C:11]([O:12][CH:13]([CH3:15])[CH3:14])=[C:10]([Cl:16])[C:9]2[C:4](=[CH:5][CH:6]=[C:7]([C:17]([C:29]3[N:33]([CH3:34])[CH:32]=[N:31][CH:30]=3)([C:19]3[CH:20]=[N:21][C:22]([C:25]([F:28])([F:27])[F:26])=[CH:23][CH:24]=3)[OH:18])[CH:8]=2)[N:3]=1.C(O)(C(F)(F)F)=O.[NH:42]1[CH2:45][CH2:44][CH2:43]1.